Dataset: Forward reaction prediction with 1.9M reactions from USPTO patents (1976-2016). Task: Predict the product of the given reaction. (1) Given the reactants [CH2:1]([O:3][C:4]([C:6]1[CH:7]=[N:8][N:9]([CH2:12][CH2:13][CH2:14][O:15][CH3:16])[C:10]=1N)=[O:5])[CH3:2].C(O)(=O)C.N(OC(C)(C)C)=O.[ClH:28], predict the reaction product. The product is: [CH2:1]([O:3][C:4]([C:6]1[CH:7]=[N:8][N:9]([CH2:12][CH2:13][CH2:14][O:15][CH3:16])[C:10]=1[Cl:28])=[O:5])[CH3:2]. (2) Given the reactants C(O[BH-](OC(=O)C)OC(=O)C)(=O)C.[Na+].[CH3:15][C:16]1[CH:21]=[C:20]([C:22]2[C:30]3[C:25](=[CH:26][CH:27]=[C:28]([C:31]([NH:33][C@H:34]4[CH2:39][NH:38][C@H:37]([C:40]([O:42][CH3:43])=[O:41])[CH2:36][CH2:35]4)=[O:32])[CH:29]=3)[NH:24][N:23]=2)[CH:19]=[CH:18][N:17]=1.[F:44][C:45]1[CH:52]=[CH:51][CH:50]=[C:49]([O:53][CH3:54])[C:46]=1[CH:47]=O, predict the reaction product. The product is: [F:44][C:45]1[CH:52]=[CH:51][CH:50]=[C:49]([O:53][CH3:54])[C:46]=1[CH2:47][N:38]1[CH2:39][C@H:34]([NH:33][C:31]([C:28]2[CH:29]=[C:30]3[C:25](=[CH:26][CH:27]=2)[NH:24][N:23]=[C:22]3[C:20]2[CH:19]=[CH:18][N:17]=[C:16]([CH3:15])[CH:21]=2)=[O:32])[CH2:35][CH2:36][C@H:37]1[C:40]([O:42][CH3:43])=[O:41]. (3) Given the reactants O=[C:2]1[CH2:11][CH2:10][CH2:9][C:8]2[CH:7]=[C:6]([O:12][S:13]([C:16]([F:19])([F:18])[F:17])(=[O:15])=[O:14])[CH:5]=[CH:4][C:3]1=2.[NH:20]1[CH:24]=[C:23]([C:25]([O:27][CH:28]([CH3:30])[CH3:29])=[O:26])[N:22]=[CH:21]1.C1(P(C2C=CC=CC=2)C2C=CC=CC=2)C=CC=CC=1.N(C(OC)=O)=NC(OC)=O, predict the reaction product. The product is: [CH:28]([O:27][C:25]([C:23]1[N:22]([CH:2]2[C:3]3[C:8](=[CH:7][C:6]([O:12][S:13]([C:16]([F:19])([F:18])[F:17])(=[O:15])=[O:14])=[CH:5][CH:4]=3)[CH2:9][CH2:10][CH2:11]2)[CH:21]=[N:20][CH:24]=1)=[O:26])([CH3:30])[CH3:29]. (4) Given the reactants [CH3:1][O:2][C:3]1[CH:4]=[C:5]([CH2:11][CH2:12][C:13]([OH:15])=O)[CH:6]=[C:7]([O:9][CH3:10])[CH:8]=1.[OH-].[Na+], predict the reaction product. The product is: [CH3:10][O:9][C:7]1[CH:6]=[C:5]2[C:4](=[C:3]([O:2][CH3:1])[CH:8]=1)[C:13](=[O:15])[CH2:12][CH2:11]2.